Dataset: Forward reaction prediction with 1.9M reactions from USPTO patents (1976-2016). Task: Predict the product of the given reaction. Given the reactants Cl[C:2]1[CH:3]=[C:4]([CH:7]=[C:8]([N+:11]([O-:13])=[O:12])[C:9]=1[OH:10])[CH:5]=[O:6].[F:14]C1C=C(C=CC=1O)C=O, predict the reaction product. The product is: [F:14][C:2]1[CH:3]=[C:4]([CH:7]=[C:8]([N+:11]([O-:13])=[O:12])[C:9]=1[OH:10])[CH:5]=[O:6].